From a dataset of Forward reaction prediction with 1.9M reactions from USPTO patents (1976-2016). Predict the product of the given reaction. (1) Given the reactants [N:1]1[CH:6]=[CH:5][CH:4]=[C:3]([N:7]2[CH:16]=[C:10]3[C:11](=[O:15])[NH:12][CH2:13][CH2:14][C:9]3=[N:8]2)[CH:2]=1.[OH-].[Na+].[CH:19]1([CH2:22]Br)[CH2:21][CH2:20]1, predict the reaction product. The product is: [CH:19]1([CH2:22][N:12]2[CH2:13][CH2:14][C:9]3=[N:8][N:7]([C:3]4[CH:2]=[N:1][CH:6]=[CH:5][CH:4]=4)[CH:16]=[C:10]3[C:11]2=[O:15])[CH2:21][CH2:20]1. (2) Given the reactants Br[C:2]1[CH:8]=[CH:7][C:5]([NH2:6])=[C:4]([O:9][CH2:10][CH3:11])[CH:3]=1.CC1(C)C(C)(C)OB([C:20]2[CH2:25][CH2:24][N:23]([C:26]([O:28][C:29]([CH3:32])([CH3:31])[CH3:30])=[O:27])[CH2:22][CH:21]=2)O1.C(=O)([O-])[O-].[K+].[K+], predict the reaction product. The product is: [NH2:6][C:5]1[CH:7]=[CH:8][C:2]([C:20]2[CH2:25][CH2:24][N:23]([C:26]([O:28][C:29]([CH3:32])([CH3:31])[CH3:30])=[O:27])[CH2:22][CH:21]=2)=[CH:3][C:4]=1[O:9][CH2:10][CH3:11]. (3) Given the reactants [F:1][C:2]1[CH:3]=[C:4]([CH:32]=[CH:33][C:34]=1[F:35])[CH2:5][NH:6][C:7](=[O:31])[C:8]1[CH:13]=[CH:12][CH:11]=[N:10][C:9]=1[NH:14][CH2:15][C:16]1[CH:21]=[C:20](B2OC(C)(C)C(C)(C)O2)[CH:19]=[CH:18][N:17]=1.BrC1C=CN=C(CN)C=1.FC1C=C(C=CC=1F)CNC(=O)C1C=CC=NC=1F.[Br:64][C:65]1[CH:66]=[C:67]2[C:73](I)=[CH:72][N:71]([S:75]([C:78]3[CH:83]=[CH:82][CH:81]=[CH:80][CH:79]=3)(=[O:77])=[O:76])[C:68]2=[N:69][CH:70]=1, predict the reaction product. The product is: [Br:64][C:65]1[CH:66]=[C:67]2[C:73]([C:20]3[CH:19]=[CH:18][N:17]=[C:16]([CH2:15][NH:14][C:9]4[N:10]=[CH:11][CH:12]=[CH:13][C:8]=4[C:7]([NH:6][CH2:5][C:4]4[CH:32]=[CH:33][C:34]([F:35])=[C:2]([F:1])[CH:3]=4)=[O:31])[CH:21]=3)=[CH:72][N:71]([S:75]([C:78]3[CH:83]=[CH:82][CH:81]=[CH:80][CH:79]=3)(=[O:76])=[O:77])[C:68]2=[N:69][CH:70]=1. (4) The product is: [C:8]1([C@H:14]2[CH2:15][O:16][C:17](=[O:20])[C@@H:18]3[CH2:3][C@H:2]4[CH2:1][O:4][CH2:5][C@H:6]4[N:19]23)[CH:9]=[CH:10][CH:11]=[CH:12][CH:13]=1. Given the reactants [CH2:1]([O:4][CH2:5][CH:6]=O)[CH:2]=[CH2:3].[C:8]1([C@@H:14]2[NH:19][CH2:18][C:17](=[O:20])[O:16][CH2:15]2)[CH:13]=[CH:12][CH:11]=[CH:10][CH:9]=1.O, predict the reaction product. (5) Given the reactants C([O:5][C:6](=[O:38])[CH:7]([NH:11][S:12]([C:15]1[CH:20]=[CH:19][C:18]([C:21]2[CH:26]=[CH:25][C:24]([CH2:27][O:28][C:29]3[S:30][C:31]4[CH:37]=[CH:36][CH:35]=[CH:34][C:32]=4[N:33]=3)=[CH:23][CH:22]=2)=[CH:17][CH:16]=1)(=[O:14])=[O:13])[CH:8]([CH3:10])[CH3:9])(C)(C)C.C(O)(C(F)(F)F)=O, predict the reaction product. The product is: [S:30]1[C:31]2[CH:37]=[CH:36][CH:35]=[CH:34][C:32]=2[N:33]=[C:29]1[O:28][CH2:27][C:24]1[CH:25]=[CH:26][C:21]([C:18]2[CH:19]=[CH:20][C:15]([S:12]([NH:11][CH:7]([CH:8]([CH3:10])[CH3:9])[C:6]([OH:38])=[O:5])(=[O:14])=[O:13])=[CH:16][CH:17]=2)=[CH:22][CH:23]=1.